The task is: Predict the reactants needed to synthesize the given product.. This data is from Full USPTO retrosynthesis dataset with 1.9M reactions from patents (1976-2016). (1) Given the product [C:1]([C:3]([C:6]1[CH:7]=[C:8]([CH:33]=[CH:34][CH:35]=1)[C:9]([NH:11][C:12]1[CH:13]=[CH:14][C:15]([CH3:32])=[C:16]([NH:18][C:19]([C:21]2[S:31][C:24]3=[N:25][C:26]([NH:29][CH2:30][CH2:46][OH:47])=[CH:27][N:28]=[C:23]3[CH:22]=2)=[O:20])[CH:17]=1)=[O:10])([CH3:5])[CH3:4])#[N:2], predict the reactants needed to synthesize it. The reactants are: [C:1]([C:3]([C:6]1[CH:7]=[C:8]([CH:33]=[CH:34][CH:35]=1)[C:9]([NH:11][C:12]1[CH:13]=[CH:14][C:15]([CH3:32])=[C:16]([NH:18][C:19]([C:21]2[S:31][C:24]3=[N:25][C:26]([NH:29][CH3:30])=[CH:27][N:28]=[C:23]3[CH:22]=2)=[O:20])[CH:17]=1)=[O:10])([CH3:5])[CH3:4])#[N:2].ClC1N=C2SC([C:46](NC3C=C(NC(=O)C4C=CC=C(C(C#N)(C)C)C=4)C=CC=3C)=[O:47])=CC2=NC=1.NCCO. (2) Given the product [ClH:22].[CH3:1][NH:2][C:3]([CH:5]1[CH2:8][NH:7][CH2:6]1)=[O:4], predict the reactants needed to synthesize it. The reactants are: [CH3:1][NH:2][C:3]([CH:5]1[CH2:8][N:7](C(C2C=CC=CC=2)C2C=CC=CC=2)[CH2:6]1)=[O:4].[ClH:22]. (3) Given the product [F:27][C:28]1[CH:33]=[CH:32][C:31]([N:34]2[CH:38]=[C:37]([C:39]3[N:47]=[C:42]4[CH:43]=[CH:44][CH:45]=[CH:46][N:41]4[N:40]=3)[CH:36]=[N:35]2)=[CH:30][CH:29]=1.[C:48]([O:52][C:53]([N:55]1[CH2:60][CH2:59][CH:58]([C:61]2[CH:66]=[CH:65][C:64]([NH:67][C:9]3[N:10]=[C:3]4[C:2]([C:22]5[CH:21]=[N:20][N:19]([C:16]6[CH:17]=[CH:18][C:13]([F:12])=[CH:14][CH:15]=6)[CH:23]=5)=[CH:7][CH:6]=[CH:5][N:4]4[N:8]=3)=[CH:63][CH:62]=2)[CH2:57][CH2:56]1)=[O:54])([CH3:51])([CH3:49])[CH3:50], predict the reactants needed to synthesize it. The reactants are: Br[C:2]1[C:3]2[N:4]([N:8]=[C:9](Cl)[N:10]=2)[CH:5]=[CH:6][CH:7]=1.[F:12][C:13]1[CH:18]=[CH:17][C:16]([N:19]2[CH:23]=[C:22](B(O)O)[CH:21]=[N:20]2)=[CH:15][CH:14]=1.[F:27][C:28]1[CH:33]=[CH:32][C:31]([N:34]2[CH:38]=[C:37]([C:39]3[N:47]=[C:42]4[CH:43]=[CH:44][CH:45]=[CH:46][N:41]4[N:40]=3)[CH:36]=[N:35]2)=[CH:30][CH:29]=1.[C:48]([O:52][C:53]([N:55]1[CH2:60][CH2:59][CH:58]([C:61]2[CH:66]=[CH:65][C:64]([NH2:67])=[CH:63][CH:62]=2)[CH2:57][CH2:56]1)=[O:54])([CH3:51])([CH3:50])[CH3:49].C1(P(C2CCCCC2)C2C=CC=CC=2C2C=CC=CC=2P(C2CCCCC2)C2CCCCC2)CCCCC1. (4) Given the product [NH2:16][C:15]1[CH:14]=[C:13]([O:12][CH3:11])[C:19]([O:20][CH3:21])=[CH:18][C:17]=1[C:5]([C:4]1[CH:7]=[CH:8][CH:9]=[CH:10][C:3]=1[O:2][CH3:1])=[O:6], predict the reactants needed to synthesize it. The reactants are: [CH3:1][O:2][C:3]1[CH:10]=[CH:9][CH:8]=[CH:7][C:4]=1[CH:5]=[O:6].[CH3:11][O:12][C:13]1[CH:14]=[C:15]([CH:17]=[CH:18][C:19]=1[O:20][CH3:21])[NH2:16]. (5) The reactants are: Br[C:2]1[CH:14]=[CH:13][C:12]2[C:11]3[C:6](=[CH:7][C:8](Br)=[CH:9][CH:10]=3)[C:5](=[O:16])[C:4]=2[CH:3]=1.[CH2:17]([N:19]([CH2:23][CH3:24])[CH2:20][C:21]#[CH:22])[CH3:18].[CH2:25]([N:27]([CH2:30][CH3:31])[CH2:28][CH3:29])[CH3:26].[CH3:32]N(C=O)C. Given the product [CH2:17]([N:19]([CH2:23][CH3:24])[CH2:20][C:21]#[C:22][C:2]1[CH:14]=[CH:13][C:12]2[C:11]3[C:6](=[CH:7][C:8]([C:32]#[C:26][CH2:25][N:27]([CH2:30][CH3:31])[CH2:28][CH3:29])=[CH:9][CH:10]=3)[C:5](=[O:16])[C:4]=2[CH:3]=1)[CH3:18], predict the reactants needed to synthesize it. (6) The reactants are: C(OC([N:8]([C:34]1[CH:39]=[CH:38][C:37]([O:40][CH2:41][CH3:42])=[CH:36][CH:35]=1)[C:9]1[N:20]2[C:16](=[CH:17][CH:18]=[N:19]2)[N:15]=[C:14]2[C:10]=1[CH2:11][CH2:12][N:13]2[C@H:21]1[CH2:26][CH2:25][CH2:24][N:23](C(OC(C)(C)C)=O)[CH2:22]1)=O)(C)(C)C.FC(F)(F)C(O)=O.C(=O)([O-])O.[Na+]. Given the product [CH2:41]([O:40][C:37]1[CH:36]=[CH:35][C:34]([NH:8][C:9]2[N:20]3[C:16](=[CH:17][CH:18]=[N:19]3)[N:15]=[C:14]3[C:10]=2[CH2:11][CH2:12][N:13]3[C@H:21]2[CH2:26][CH2:25][CH2:24][NH:23][CH2:22]2)=[CH:39][CH:38]=1)[CH3:42], predict the reactants needed to synthesize it. (7) Given the product [CH2:19]([O:18][C:17]([C:16]1[NH:15][C:10]2[CH2:11][CH2:12][CH2:13][CH2:14][C:9]=2[C:7]=1[CH2:6][CH2:5][C:4]([O:3][CH2:1][CH3:2])=[O:21])=[O:26])[CH3:20], predict the reactants needed to synthesize it. The reactants are: [CH2:1]([O:3][C:4](=[O:21])[CH2:5][CH2:6][C:7]([C:9]1[CH2:14][CH2:13][CH2:12][CH2:11][C:10]=1[N:15]1[CH2:20][CH2:19][O:18][CH2:17][CH2:16]1)=O)[CH3:2].Cl.NC(C(OCC)=O)C(OCC)=[O:26].C([O-])(=O)C.[Na+].C(O)(=O)C.